This data is from Forward reaction prediction with 1.9M reactions from USPTO patents (1976-2016). The task is: Predict the product of the given reaction. Given the reactants Br[CH2:2][C:3]1[C:4]([C:17]2[CH:22]=[CH:21][CH:20]=[C:19]([F:23])[CH:18]=2)=[N:5][C:6]2[C:11]([C:12]=1[C:13]([O:15][CH3:16])=[O:14])=[CH:10][CH:9]=[CH:8][CH:7]=2.[O:24]=[C:25]1[CH2:29][CH2:28][CH2:27][N:26]1CC1C(C2C=CC=CC=2)=NC2C(C=1C(OC)=O)=CC=CC=2, predict the reaction product. The product is: [F:23][C:19]1[CH:18]=[C:17]([C:4]2[C:3]([CH2:2][N:26]3[CH2:27][CH2:28][CH2:29][C:25]3=[O:24])=[C:12]([C:13]([O:15][CH3:16])=[O:14])[C:11]3[C:6](=[CH:7][CH:8]=[CH:9][CH:10]=3)[N:5]=2)[CH:22]=[CH:21][CH:20]=1.